Predict the product of the given reaction. From a dataset of Forward reaction prediction with 1.9M reactions from USPTO patents (1976-2016). (1) Given the reactants Cl.[NH2:2][CH2:3][CH2:4][C:5]1[CH:10]=[CH:9][C:8]([S:11]([C:14]2[CH:15]=[CH:16][C:17]([OH:24])=[C:18]([CH:23]=2)[C:19]([O:21][CH3:22])=[O:20])(=[O:13])=[O:12])=[CH:7][CH:6]=1.[C:25](O[C:25]([O:27][C:28]([CH3:31])([CH3:30])[CH3:29])=[O:26])([O:27][C:28]([CH3:31])([CH3:30])[CH3:29])=[O:26].[OH-].[Na+], predict the reaction product. The product is: [C:28]([O:27][C:25]([NH:2][CH2:3][CH2:4][C:5]1[CH:10]=[CH:9][C:8]([S:11]([C:14]2[CH:15]=[CH:16][C:17]([OH:24])=[C:18]([CH:23]=2)[C:19]([O:21][CH3:22])=[O:20])(=[O:13])=[O:12])=[CH:7][CH:6]=1)=[O:26])([CH3:31])([CH3:30])[CH3:29]. (2) Given the reactants [Br:1][C:2]1[CH:3]=[CH:4][C:5]([CH3:10])=[C:6]([CH2:8]O)[CH:7]=1.S(Cl)([Cl:13])=O, predict the reaction product. The product is: [Br:1][C:2]1[CH:3]=[CH:4][C:5]([CH3:10])=[C:6]([CH2:8][Cl:13])[CH:7]=1.